Dataset: Forward reaction prediction with 1.9M reactions from USPTO patents (1976-2016). Task: Predict the product of the given reaction. (1) Given the reactants [NH2:1][C:2]1[CH:6]=[C:5]([C:7]2[CH:12]=[CH:11][N:10]=[CH:9][CH:8]=2)[S:4][C:3]=1[C:13]([O:15][CH3:16])=[O:14].[H-].[Na+].I[CH2:20][CH2:21][CH2:22][CH3:23].C(=O)([O-])O.[Na+], predict the reaction product. The product is: [CH2:20]([NH:1][C:2]1[CH:6]=[C:5]([C:7]2[CH:8]=[CH:9][N:10]=[CH:11][CH:12]=2)[S:4][C:3]=1[C:13]([O:15][CH3:16])=[O:14])[CH2:21][CH2:22][CH3:23]. (2) Given the reactants [C:1]1(=[O:11])[O:6][C:4](=O)[C:3]2=[CH:7][CH:8]=[CH:9][CH:10]=[C:2]12.[NH2:12][C@H:13]([CH2:15][OH:16])[CH3:14].CCN(C(C)C)C(C)C.O, predict the reaction product. The product is: [OH:16][CH2:15][C@@H:13]([N:12]1[C:1](=[O:11])[C:2]2[C:3](=[CH:7][CH:8]=[CH:9][CH:10]=2)[C:4]1=[O:6])[CH3:14]. (3) Given the reactants [Si]([O:8][CH2:9][C:10]1[N:11]=[C:12]([C:15]2([OH:28])[CH2:20][CH2:19][CH:18]([C:21]([O:23][C:24]([CH3:27])([CH3:26])[CH3:25])=[O:22])[CH2:17][CH2:16]2)[S:13][CH:14]=1)(C(C)(C)C)(C)C.CCCC[N+](CCCC)(CCCC)CCCC.[F-], predict the reaction product. The product is: [OH:28][C:15]1([C:12]2[S:13][CH:14]=[C:10]([CH2:9][OH:8])[N:11]=2)[CH2:20][CH2:19][CH:18]([C:21]([O:23][C:24]([CH3:27])([CH3:25])[CH3:26])=[O:22])[CH2:17][CH2:16]1. (4) Given the reactants [NH2:1][C@H:2]1[CH2:6][CH2:5][N:4]([CH:7]2[CH2:12][CH2:11][N:10]([C:13]([O:15][CH2:16][C:17]3[CH:22]=[CH:21][CH:20]=[CH:19][CH:18]=3)=[O:14])[CH2:9][CH2:8]2)[C:3]1=[O:23].C1C=CC(P(C2C=CC3C(=CC=CC=3)C=2C2C3C(=CC=CC=3)C=CC=2P(C2C=CC=CC=2)C2C=CC=CC=2)C2C=CC=CC=2)=CC=1.Br[C:71]1[CH:76]=[C:75]([CH3:77])[C:74]([S:78]([CH3:81])(=[O:80])=[O:79])=[CH:73][C:72]=1[F:82].C([O-])([O-])=O.[Cs+].[Cs+], predict the reaction product. The product is: [F:82][C:72]1[CH:73]=[C:74]([S:78]([CH3:81])(=[O:80])=[O:79])[C:75]([CH3:77])=[CH:76][C:71]=1[NH:1][C@H:2]1[CH2:6][CH2:5][N:4]([CH:7]2[CH2:12][CH2:11][N:10]([C:13]([O:15][CH2:16][C:17]3[CH:22]=[CH:21][CH:20]=[CH:19][CH:18]=3)=[O:14])[CH2:9][CH2:8]2)[C:3]1=[O:23]. (5) Given the reactants [CH2:1]([O:8][C:9]([NH:11][CH2:12][C@H:13]1[CH2:18][CH2:17][C@H:16]([C:19]([OH:21])=O)[CH2:15][CH2:14]1)=[O:10])[C:2]1[CH:7]=[CH:6][CH:5]=[CH:4][CH:3]=1.[CH:22]1[CH:23]=[CH:24][C:25]2N(O)N=[N:28][C:26]=2[CH:27]=1.CCN=C=NCCCN(C)C.Cl.CN1CCOCC1.NC1C=CC=CC=1, predict the reaction product. The product is: [CH2:1]([O:8][C:9](=[O:10])[NH:11][CH2:12][C@H:13]1[CH2:14][CH2:15][C@H:16]([C:19](=[O:21])[NH:28][C:26]2[CH:27]=[CH:22][CH:23]=[CH:24][CH:25]=2)[CH2:17][CH2:18]1)[C:2]1[CH:3]=[CH:4][CH:5]=[CH:6][CH:7]=1. (6) Given the reactants C(N(C(C)C)CC)(C)C.[Br:10][C:11]1[CH:12]=[C:13]2[C:18](=[CH:19][CH:20]=1)[N:17]=[C:16]([S:21][CH3:22])[N:15]=[C:14]2O.O=P(Cl)(Cl)[Cl:26], predict the reaction product. The product is: [Br:10][C:11]1[CH:12]=[C:13]2[C:18](=[CH:19][CH:20]=1)[N:17]=[C:16]([S:21][CH3:22])[N:15]=[C:14]2[Cl:26].